From a dataset of Forward reaction prediction with 1.9M reactions from USPTO patents (1976-2016). Predict the product of the given reaction. (1) Given the reactants [N+:1]([C:4]1[CH:9]=[CH:8][CH:7]=[CH:6][C:5]=1[C:10]1[S:11][C:12]2[C:17]([N:18]=1)=[CH:16][C:15]([CH2:19][N:20]1[CH2:24][CH2:23][CH2:22][CH2:21]1)=[CH:14][N:13]=2)([O-])=O.C(O)(=O)C.C([O-])([O-])=O.[Na+].[Na+], predict the reaction product. The product is: [N:20]1([CH2:19][C:15]2[CH:16]=[C:17]3[N:18]=[C:10]([C:5]4[CH:6]=[CH:7][CH:8]=[CH:9][C:4]=4[NH2:1])[S:11][C:12]3=[N:13][CH:14]=2)[CH2:21][CH2:22][CH2:23][CH2:24]1. (2) Given the reactants [CH:1]([C:3]1[CH:4]=[C:5]2[C:9](=[CH:10][CH:11]=1)[NH:8][CH:7]=[CH:6]2)=O.[C:12]([O:16][C:17]([N:19]1[CH2:24][CH2:23][NH:22][CH2:21][CH2:20]1)=[O:18])([CH3:15])([CH3:14])[CH3:13].C(O)(=O)C.C(O[BH-](OC(=O)C)OC(=O)C)(=O)C.[Na+].C(=O)([O-])[O-].[Na+].[Na+], predict the reaction product. The product is: [C:12]([O:16][C:17]([N:19]1[CH2:24][CH2:23][N:22]([CH2:1][C:3]2[CH:4]=[C:5]3[C:9](=[CH:10][CH:11]=2)[NH:8][CH:7]=[CH:6]3)[CH2:21][CH2:20]1)=[O:18])([CH3:15])([CH3:13])[CH3:14]. (3) Given the reactants [OH-].[Na+].BrBr.[CH3:5][C:6]1([CH3:21])[C:15]2[C:10](=[CH:11][C:12]([N+:16]([O-:18])=[O:17])=[CH:13][CH:14]=2)C(=O)[NH:8][C:7]1=[O:20].C(O)(=O)C, predict the reaction product. The product is: [CH3:5][C:6]1([CH3:21])[C:15]2[C:10](=[CH:11][C:12]([N+:16]([O-:18])=[O:17])=[CH:13][CH:14]=2)[NH:8][C:7]1=[O:20]. (4) Given the reactants [C:1]([Cl:4])(Cl)=[O:2].[CH3:5][CH:6]([C:8]1[CH:9]=[CH:10][CH:11]=[C:12]([CH:15]([CH3:17])[CH3:16])[C:13]=1[OH:14])[CH3:7].CN(C)C1C=CC=CC=1, predict the reaction product. The product is: [CH:15]([C:12]1[CH:11]=[CH:10][CH:9]=[C:8]([CH:6]([CH3:7])[CH3:5])[C:13]=1[O:14][C:1]([Cl:4])=[O:2])([CH3:17])[CH3:16]. (5) Given the reactants [Cl:1][C:2]1[CH:7]=[CH:6][CH:5]=[C:4]([F:8])[C:3]=1[NH:9][C:10](N)=[S:11], predict the reaction product. The product is: [Cl:1][C:2]1[CH:7]=[CH:6][CH:5]=[C:4]([F:8])[C:3]=1[N:9]=[C:10]=[S:11].